From a dataset of Peptide-MHC class I binding affinity with 185,985 pairs from IEDB/IMGT. Regression. Given a peptide amino acid sequence and an MHC pseudo amino acid sequence, predict their binding affinity value. This is MHC class I binding data. (1) The peptide sequence is FLKDVMESM. The MHC is HLA-A02:11 with pseudo-sequence HLA-A02:11. The binding affinity (normalized) is 1.00. (2) The peptide sequence is ERAFQNWSV. The MHC is HLA-A02:01 with pseudo-sequence HLA-A02:01. The binding affinity (normalized) is 0.0847. (3) The peptide sequence is YLRKHIRAL. The MHC is HLA-B83:01 with pseudo-sequence HLA-B83:01. The binding affinity (normalized) is 0.213. (4) The peptide sequence is RVYANLGER. The MHC is HLA-A31:01 with pseudo-sequence HLA-A31:01. The binding affinity (normalized) is 0.830. (5) The peptide sequence is VATTVITPM. The MHC is HLA-B35:01 with pseudo-sequence HLA-B35:01. The binding affinity (normalized) is 0.738. (6) The peptide sequence is IYCGFKFAW. The MHC is HLA-B18:01 with pseudo-sequence HLA-B18:01. The binding affinity (normalized) is 0.139. (7) The peptide sequence is IPSINVHHY. The MHC is HLA-B40:01 with pseudo-sequence HLA-B40:01. The binding affinity (normalized) is 0.0847.